From a dataset of Catalyst prediction with 721,799 reactions and 888 catalyst types from USPTO. Predict which catalyst facilitates the given reaction. (1) Reactant: [Br:1][C:2]1[CH:7]=[CH:6][CH:5]=[C:4]([CH2:8][CH2:9][CH:10]([F:13])[CH2:11]I)[CH:3]=1.C1CCN2C(=NCCC2)CC1.CCOC(C)=O. Product: [Br:1][C:2]1[CH:7]=[CH:6][CH:5]=[C:4]([CH2:8][CH2:9][C:10]([F:13])=[CH2:11])[CH:3]=1. The catalyst class is: 2. (2) Reactant: [Cl:1][C:2]1[CH:3]=[C:4]([CH:7]=[C:8]([O:10][C:11]2[C:12](=[O:35])[N:13]([CH2:18][CH2:19][C:20]3[C:28]4[C:23](=[N:24][CH:25]=[CH:26][CH:27]=4)[N:22](C4CCCCO4)[N:21]=3)[CH:14]=[CH:15][C:16]=2[CH3:17])[CH:9]=1)[C:5]#[N:6].CO. Product: [Cl:1][C:2]1[CH:3]=[C:4]([CH:7]=[C:8]([O:10][C:11]2[C:12](=[O:35])[N:13]([CH2:18][CH2:19][C:20]3[C:28]4[C:23](=[N:24][CH:25]=[CH:26][CH:27]=4)[NH:22][N:21]=3)[CH:14]=[CH:15][C:16]=2[CH3:17])[CH:9]=1)[C:5]#[N:6]. The catalyst class is: 67.